Dataset: Full USPTO retrosynthesis dataset with 1.9M reactions from patents (1976-2016). Task: Predict the reactants needed to synthesize the given product. (1) Given the product [N+:41]([C:44]1[CH:45]=[CH:46][C:47]([C:48]([O:21][CH:12]2[CH:11]=[CH:10][C@H:9]3[C@H:8]4[C@H:17]([CH2:16][CH2:15][C@:13]23[CH3:14])[C:18]2[CH:19]=[CH:20][C:3]([O:2][CH3:1])=[CH:4][C:5]=2[CH2:6][CH2:7]4)=[O:49])=[CH:51][CH:52]=1)([O-:43])=[O:42], predict the reactants needed to synthesize it. The reactants are: [CH3:1][O:2][C:3]1[CH:20]=[CH:19][C:18]2[C@@H:17]3[C@H:8]([C@H:9]4[C@@:13]([CH2:15][CH2:16]3)([CH3:14])[C@@H:12]([OH:21])[CH:11]=[CH:10]4)[CH2:7][CH2:6][C:5]=2[CH:4]=1.C1(P(C2C=CC=CC=2)C2C=CC=CC=2)C=CC=CC=1.[N+:41]([C:44]1[CH:52]=[CH:51][C:47]([C:48](O)=[O:49])=[CH:46][CH:45]=1)([O-:43])=[O:42].N(C(OC(C)C)=O)=NC(OC(C)C)=O.[Cl-].[Na+]. (2) Given the product [CH:1]1([CH2:4][O:5][C:6]2[C:11]([O:12][CH3:13])=[CH:10][C:9]([C:14]3[O:15][C:16]4[CH:21]=[C:20]([O:22][CH2:23][C@@H:24]([NH:26][C:27](=[O:28])[CH3:37])[CH3:25])[N:19]=[CH:18][C:17]=4[N:34]=3)=[CH:8][C:7]=2[F:35])[CH2:3][CH2:2]1, predict the reactants needed to synthesize it. The reactants are: [CH:1]1([CH2:4][O:5][C:6]2[C:11]([O:12][CH3:13])=[CH:10][C:9]([C:14]3[O:15][C:16]4[CH:21]=[C:20]([O:22][CH2:23][C@@H:24]([NH:26][C:27](=O)[O:28]C(C)(C)C)[CH3:25])[N:19]=[CH:18][C:17]=4[N:34]=3)=[CH:8][C:7]=2[F:35])[CH2:3][CH2:2]1.Cl.[C:37](OCC)(=O)C.